This data is from Peptide-MHC class II binding affinity with 134,281 pairs from IEDB. The task is: Regression. Given a peptide amino acid sequence and an MHC pseudo amino acid sequence, predict their binding affinity value. This is MHC class II binding data. (1) The peptide sequence is GIKQLQARVLAVERYLK. The MHC is DRB1_0701 with pseudo-sequence DRB1_0701. The binding affinity (normalized) is 0.575. (2) The peptide sequence is AAPGAGYTPATPAAP. The MHC is HLA-DQA10104-DQB10503 with pseudo-sequence HLA-DQA10104-DQB10503. The binding affinity (normalized) is 0. (3) The peptide sequence is DMTPADALDDFDL. The MHC is HLA-DQA10301-DQB10302 with pseudo-sequence YNYHERRFATVLHIVYFGLTYYAVRTETVHLETT. The binding affinity (normalized) is 0.433. (4) The peptide sequence is FDNIYSVNIERGLGL. The MHC is HLA-DPA10301-DPB10402 with pseudo-sequence HLA-DPA10301-DPB10402. The binding affinity (normalized) is 0.548. (5) The peptide sequence is MAFLEESHPGIFENS. The MHC is DRB1_0405 with pseudo-sequence DRB1_0405. The binding affinity (normalized) is 0.180.